The task is: Predict the reaction yield, written as a fraction of the theoretical maximum amount of product (1.0 means a 100% yield; for example, 0.34 means a 34% yield).. This data is from Reaction yield outcomes from USPTO patents with 853,638 reactions. (1) The reactants are Cl[CH2:2][CH2:3][CH2:4][S:5]([O:8][C:9]1[CH:14]=[CH:13][C:12]([C:15]2[C:24]([CH2:25][O:26][C:27]3[CH:32]=[C:31]([F:33])[CH:30]=[CH:29][C:28]=3[CH3:34])=[C:23]3[C:18]([NH:19][C:20]([CH3:38])([CH3:37])[C:21](=[O:36])[N:22]3[CH3:35])=[CH:17][CH:16]=2)=[C:11]([O:39][CH3:40])[CH:10]=1)(=[O:7])=[O:6].[CH2:41]([NH2:48])[C:42]1[CH:47]=[CH:46][CH:45]=[CH:44][CH:43]=1.[I-].[K+].C(OCC)(=O)C. The catalyst is CN(C)C=O. The product is [CH2:41]([NH:48][CH2:2][CH2:3][CH2:4][S:5]([O:8][C:9]1[CH:14]=[CH:13][C:12]([C:15]2[C:24]([CH2:25][O:26][C:27]3[CH:32]=[C:31]([F:33])[CH:30]=[CH:29][C:28]=3[CH3:34])=[C:23]3[C:18]([NH:19][C:20]([CH3:38])([CH3:37])[C:21](=[O:36])[N:22]3[CH3:35])=[CH:17][CH:16]=2)=[C:11]([O:39][CH3:40])[CH:10]=1)(=[O:7])=[O:6])[C:42]1[CH:47]=[CH:46][CH:45]=[CH:44][CH:43]=1. The yield is 0.380. (2) The reactants are [CH3:1][N:2]1[C:10]2[C:5](=[CH:6][C:7]([CH:11]=O)=[CH:8][CH:9]=2)[CH:4]=[CH:3]1.[CH3:13][NH2:14].[BH4-].[Na+].O. The catalyst is CO. The product is [CH3:13][NH:14][CH2:11][C:7]1[CH:6]=[C:5]2[C:10](=[CH:9][CH:8]=1)[N:2]([CH3:1])[CH:3]=[CH:4]2. The yield is 1.00.